The task is: Predict the product of the given reaction.. This data is from Forward reaction prediction with 1.9M reactions from USPTO patents (1976-2016). (1) The product is: [CH:30]1([C:28]#[C:29][C:2]2[C:23]([O:24][CH:25]([CH3:27])[CH3:26])=[CH:22][C:5]([C:6]([NH:8][S:9]([C:12]3[CH:17]=[CH:16][CH:15]=[CH:14][C:13]=3[S:18](=[O:21])(=[O:20])[NH2:19])(=[O:11])=[O:10])=[O:7])=[CH:4][N:3]=2)[CH2:32][CH2:31]1. Given the reactants Cl[C:2]1[C:23]([O:24][CH:25]([CH3:27])[CH3:26])=[CH:22][C:5]([C:6]([NH:8][S:9]([C:12]2[CH:17]=[CH:16][CH:15]=[CH:14][C:13]=2[S:18](=[O:21])(=[O:20])[NH2:19])(=[O:11])=[O:10])=[O:7])=[CH:4][N:3]=1.[C:28]([CH:30]1[CH2:32][CH2:31]1)#[CH:29], predict the reaction product. (2) Given the reactants [F:1][C:2]([F:14])([F:13])[C:3]([NH:5][CH2:6][CH:7]1[CH2:12][CH2:11][CH2:10][NH:9][CH2:8]1)=[O:4].CCN(C(C)C)C(C)C.[CH:24]([C:26]1[CH:27]=[CH:28][N:29]=[C:30]2[C:35]=1[N:34]=[C:33]([O:36][CH3:37])[CH:32]=[CH:31]2)=[CH2:25], predict the reaction product. The product is: [F:14][C:2]([F:1])([F:13])[C:3]([NH:5][CH2:6][CH:7]1[CH2:12][CH2:11][CH2:10][N:9]([CH2:25][CH2:24][C:26]2[C:35]3[C:30](=[CH:31][CH:32]=[C:33]([O:36][CH3:37])[N:34]=3)[N:29]=[CH:28][CH:27]=2)[CH2:8]1)=[O:4]. (3) Given the reactants [CH:1]1([N:4]2[C:9](=[O:10])[C:8]3[C:11](OS(C4C=CC(C)=CC=4)(=O)=O)=[CH:12][C:13](=[O:16])[N:14]([CH3:15])[C:7]=3[N:6]([C:28]3[CH:33]=[CH:32][CH:31]=[C:30]([NH:34][S:35]([CH3:38])(=[O:37])=[O:36])[CH:29]=3)[C:5]2=[O:39])[CH2:3][CH2:2]1.[F:40][C:41]1[CH:47]=[C:46]([Br:48])[CH:45]=[CH:44][C:42]=1[NH2:43], predict the reaction product. The product is: [Br:48][C:46]1[CH:45]=[CH:44][C:42]([NH:43][C:11]2[C:8]3[C:9](=[O:10])[N:4]([CH:1]4[CH2:3][CH2:2]4)[C:5](=[O:39])[N:6]([C:28]4[CH:29]=[C:30]([NH:34][S:35]([CH3:38])(=[O:37])=[O:36])[CH:31]=[CH:32][CH:33]=4)[C:7]=3[N:14]([CH3:15])[C:13](=[O:16])[CH:12]=2)=[C:41]([F:40])[CH:47]=1.